This data is from Reaction yield outcomes from USPTO patents with 853,638 reactions. The task is: Predict the reaction yield, written as a fraction of the theoretical maximum amount of product (1.0 means a 100% yield; for example, 0.34 means a 34% yield). (1) The reactants are [O:1]1[CH:5]=[CH:4][CH:3]=[C:2]1[C:6]1N(C2C=C(C#N)SC=2)N=[C:8]([C:18]([F:21])([F:20])[F:19])[CH:7]=1.[Cl-].[C:23]([C:25]1[S:29][C:28]([NH2+:30][NH2:31])=[CH:27][CH:26]=1)#[N:24]. No catalyst specified. The product is [O:1]1[CH:5]=[CH:4][CH:3]=[C:2]1[C:6]1[N:30]([C:28]2[S:29][C:25]([C:23]#[N:24])=[CH:26][CH:27]=2)[N:31]=[C:8]([C:18]([F:19])([F:20])[F:21])[CH:7]=1. The yield is 0.370. (2) The reactants are [F:1][C:2]1[CH:7]=[C:6](I)[CH:5]=[CH:4][C:3]=1[NH:9][C:10]([CH:12]1[CH2:14][CH2:13]1)=[O:11].NC(N)=[S:17]. The catalyst is [Ni].CN1C(=O)CCC1. The product is [F:1][C:2]1[CH:7]=[C:6]([SH:17])[CH:5]=[CH:4][C:3]=1[NH:9][C:10]([CH:12]1[CH2:14][CH2:13]1)=[O:11]. The yield is 0.110. (3) The reactants are [NH2:1][C:2]1[CH:11]=[CH:10][C:5]([C:6]([O:8][CH3:9])=[O:7])=[CH:4][N:3]=1.Br[CH2:13][C:14]([C:16]1[CH:21]=[CH:20][CH:19]=[CH:18][CH:17]=1)=O.C([O-])(O)=O.[Na+]. The catalyst is CO. The product is [C:16]1([C:14]2[N:1]=[C:2]3[CH:11]=[CH:10][C:5]([C:6]([O:8][CH3:9])=[O:7])=[CH:4][N:3]3[CH:13]=2)[CH:21]=[CH:20][CH:19]=[CH:18][CH:17]=1. The yield is 0.360. (4) The reactants are [CH3:1][C:2]1[N:7]=[CH:6][C:5]([N:8]([C:16]([O:18][C:19]([CH3:22])([CH3:21])[CH3:20])=[O:17])[C:9]([O:11][C:12]([CH3:15])([CH3:14])[CH3:13])=[O:10])=[CH:4][CH:3]=1.C1C(=O)N([Br:30])C(=O)C1.CC(N=NC(C#N)(C)C)(C#N)C. The catalyst is C(Cl)(Cl)(Cl)Cl. The product is [Br:30][CH2:1][C:2]1[N:7]=[CH:6][C:5]([N:8]([C:16]([O:18][C:19]([CH3:22])([CH3:21])[CH3:20])=[O:17])[C:9]([O:11][C:12]([CH3:15])([CH3:13])[CH3:14])=[O:10])=[CH:4][CH:3]=1. The yield is 0.260.